From a dataset of Catalyst prediction with 721,799 reactions and 888 catalyst types from USPTO. Predict which catalyst facilitates the given reaction. (1) Reactant: [C:1]1([C:7]2[NH:8][CH:9]=[CH:10][N:11]=2)[CH:6]=[CH:5][CH:4]=[CH:3][CH:2]=1.C1(=O)O[CH2:15][CH2:14][O:13]1.C(=O)=O. Product: [C:1]1([C:7]2[N:11]([CH2:15][CH2:14][OH:13])[CH:10]=[CH:9][N:8]=2)[CH:2]=[CH:3][CH:4]=[CH:5][CH:6]=1. The catalyst class is: 6. (2) Reactant: [CH3:1][O:2][N:3]([CH3:16])[C:4]([CH:6]1[C:15]2[C:10](=[CH:11][CH:12]=[CH:13][CH:14]=2)[NH:9][CH2:8][CH2:7]1)=[O:5].C(N(CC)CC)C.[C:24]1([CH3:34])[CH:29]=[CH:28][C:27]([S:30](Cl)(=[O:32])=[O:31])=[CH:26][CH:25]=1. Product: [CH3:1][O:2][N:3]([CH3:16])[C:4]([CH:6]1[C:15]2[C:10](=[CH:11][CH:12]=[CH:13][CH:14]=2)[N:9]([S:30]([C:27]2[CH:28]=[CH:29][C:24]([CH3:34])=[CH:25][CH:26]=2)(=[O:32])=[O:31])[CH2:8][CH2:7]1)=[O:5]. The catalyst class is: 26. (3) Reactant: [C:1]([C:5]1[CH:6]=[C:7]([NH2:24])[N:8]([C:10]2[N:11]=[CH:12][N:13]([CH2:15][CH2:16][O:17][CH:18]3[CH2:23][CH2:22][CH2:21][CH2:20][O:19]3)[CH:14]=2)[N:9]=1)([CH3:4])([CH3:3])[CH3:2].[OH-].[Na+].Cl[C:28]([O:30][CH2:31][C:32]([Cl:35])([Cl:34])[Cl:33])=[O:29]. Product: [Cl:33][C:32]([Cl:35])([Cl:34])[CH2:31][O:30][C:28](=[O:29])[NH:24][C:7]1[N:8]([C:10]2[N:11]=[CH:12][N:13]([CH2:15][CH2:16][O:17][CH:18]3[CH2:23][CH2:22][CH2:21][CH2:20][O:19]3)[CH:14]=2)[N:9]=[C:5]([C:1]([CH3:4])([CH3:2])[CH3:3])[CH:6]=1. The catalyst class is: 238.